This data is from Peptide-MHC class II binding affinity with 134,281 pairs from IEDB. The task is: Regression. Given a peptide amino acid sequence and an MHC pseudo amino acid sequence, predict their binding affinity value. This is MHC class II binding data. The peptide sequence is QEALEDFREFSRAKGL. The MHC is DRB1_1101 with pseudo-sequence DRB1_1101. The binding affinity (normalized) is 0.763.